From a dataset of Full USPTO retrosynthesis dataset with 1.9M reactions from patents (1976-2016). Predict the reactants needed to synthesize the given product. (1) Given the product [CH3:3][C:4]([O:11][C:10](=[O:12])[C@H:2]([CH2:3][C:4]1[CH:9]=[CH:8][CH:7]=[CH:6][CH:5]=1)[NH2:1])([CH3:9])[CH3:5], predict the reactants needed to synthesize it. The reactants are: [NH2:1][C@H:2]([C:10]([OH:12])=[O:11])[CH2:3][C:4]1[CH:9]=[CH:8][CH:7]=[CH:6][CH:5]=1.[OH-].[Na+]. (2) Given the product [Cl:29][C:4]1[C:5]2[C:10]([CH2:11][CH2:12][NH:3][CH2:4][CH:5]([CH3:10])[CH3:6])=[CH:9][N:8]([CH2:18][C:19]3[C:24]([CH3:25])=[C:23]([O:26][CH3:27])[C:22]([CH3:28])=[CH:21][N:20]=3)[C:6]=2[N:7]=[C:2]([NH2:1])[N:3]=1, predict the reactants needed to synthesize it. The reactants are: [NH2:1][C:2]1[N:3]=[C:4]([Cl:29])[C:5]2[C:10]([CH2:11][CH2:12]OS(C)(=O)=O)=[CH:9][N:8]([CH2:18][C:19]3[C:24]([CH3:25])=[C:23]([O:26][CH3:27])[C:22]([CH3:28])=[CH:21][N:20]=3)[C:6]=2[N:7]=1. (3) Given the product [CH3:28][C:3]1[CH:4]=[C:5]([C:8]2[N:12]=[C:11]([C:13]3[O:17][N:16]=[C:15]([C:18]4[CH:23]=[CH:22][CH:21]=[CH:20][CH:19]=4)[C:14]=3[C:24]([F:27])([F:26])[F:25])[O:10][N:9]=2)[CH:6]=[CH:7][C:2]=1[CH:29]=[CH2:30], predict the reactants needed to synthesize it. The reactants are: I[C:2]1[CH:7]=[CH:6][C:5]([C:8]2[N:12]=[C:11]([C:13]3[O:17][N:16]=[C:15]([C:18]4[CH:23]=[CH:22][CH:21]=[CH:20][CH:19]=4)[C:14]=3[C:24]([F:27])([F:26])[F:25])[O:10][N:9]=2)=[CH:4][C:3]=1[CH3:28].[CH2:29]([Sn](CCCC)(CCCC)C=C)[CH2:30]CC.[Cl-].[Li+]. (4) Given the product [NH2:9][CH:10]([C:15]1[CH:24]=[CH:23][C:22]2[C:17](=[CH:18][CH:19]=[CH:20][CH:21]=2)[CH:16]=1)[C:11]([CH3:14])([OH:13])[CH3:12], predict the reactants needed to synthesize it. The reactants are: C(O)(C)C.FC(F)(F)C([NH:9][CH:10]([C:15]1[CH:24]=[CH:23][C:22]2[C:17](=[CH:18][CH:19]=[CH:20][CH:21]=2)[CH:16]=1)[C:11]([CH3:14])([OH:13])[CH3:12])=O.[OH-].[K+]. (5) Given the product [NH2:1][C:2]1[N:10]=[CH:9][N:8]=[C:7]2[C:3]=1[N:4]=[CH:5][N:6]2[C@H:11]1[C@@H:15]2[O:16][C:17]([CH3:20])([CH3:19])[O:18][C@@H:14]2[C@@H:13]([CH2:21][N:22]([CH3:30])[CH2:23][CH2:24][C@@H:25]([NH:29][C:39]([NH:38][C:48]2[CH:49]=[CH:50][C:45]([C:41]([CH3:44])([CH3:43])[CH3:42])=[CH:46][CH:47]=2)=[O:40])[CH:26]([CH3:27])[CH3:28])[O:12]1, predict the reactants needed to synthesize it. The reactants are: [NH2:1][C:2]1[N:10]=[CH:9][N:8]=[C:7]2[C:3]=1[N:4]=[CH:5][N:6]2[C@H:11]1[C@@H:15]2[O:16][C:17]([CH3:20])([CH3:19])[O:18][C@@H:14]2[C@@H:13]([CH2:21][N:22]([CH3:30])[CH2:23][CH2:24][C@@H:25]([NH2:29])[CH:26]([CH3:28])[CH3:27])[O:12]1.CCN(CC)CC.[N-:38]=[C:39]=[O:40].[C:41]([C:45]1[CH:50]=[CH:49][CH:48]=[CH:47][CH:46]=1)([CH3:44])([CH3:43])[CH3:42]. (6) Given the product [N:15]1[C:16]2[C:11](=[C:10]3[C:19](=[CH:18][CH:17]=2)[CH2:20][CH2:21][C@H:8]([CH2:7][OH:6])[O:9]3)[CH:12]=[CH:13][CH:14]=1, predict the reactants needed to synthesize it. The reactants are: C([SiH2][O:6][C:7](C)(C)[C@H:8]1[CH2:21][CH2:20][C:19]2[C:10](=[C:11]3[C:16](=[CH:17][CH:18]=2)[N:15]=[CH:14][CH:13]=[CH:12]3)[O:9]1)(C)(C)C.[F-].C([N+](CCCC)(CCCC)CCCC)CCC.